Dataset: Forward reaction prediction with 1.9M reactions from USPTO patents (1976-2016). Task: Predict the product of the given reaction. Given the reactants C(NC(C)C)(C)C.C([Li])CCC.[Br:13][C:14]1[CH:15]=[C:16]([CH2:20][C:21]([OH:23])=[O:22])[CH:17]=[N:18][CH:19]=1.[F:24][C:25]1[CH:32]=[CH:31][C:28]([CH:29]=[O:30])=[CH:27][CH:26]=1, predict the reaction product. The product is: [Br:13][C:14]1[CH:15]=[C:16]([C@H:20]([C@@H:29]([C:28]2[CH:31]=[CH:32][C:25]([F:24])=[CH:26][CH:27]=2)[OH:30])[C:21]([OH:23])=[O:22])[CH:17]=[N:18][CH:19]=1.